From a dataset of NCI-60 drug combinations with 297,098 pairs across 59 cell lines. Regression. Given two drug SMILES strings and cell line genomic features, predict the synergy score measuring deviation from expected non-interaction effect. (1) Synergy scores: CSS=14.8, Synergy_ZIP=-4.02, Synergy_Bliss=0.818, Synergy_Loewe=-0.341, Synergy_HSA=0.994. Drug 1: CNC(=O)C1=CC=CC=C1SC2=CC3=C(C=C2)C(=NN3)C=CC4=CC=CC=N4. Drug 2: CC1CCCC2(C(O2)CC(NC(=O)CC(C(C(=O)C(C1O)C)(C)C)O)C(=CC3=CSC(=N3)C)C)C. Cell line: HCT116. (2) Drug 1: CNC(=O)C1=CC=CC=C1SC2=CC3=C(C=C2)C(=NN3)C=CC4=CC=CC=N4. Drug 2: C1=NC(=NC(=O)N1C2C(C(C(O2)CO)O)O)N. Cell line: ACHN. Synergy scores: CSS=25.8, Synergy_ZIP=3.56, Synergy_Bliss=4.94, Synergy_Loewe=2.18, Synergy_HSA=6.43. (3) Drug 1: C1=CC(=CC=C1CCCC(=O)O)N(CCCl)CCCl. Drug 2: CC1=C2C(C(=O)C3(C(CC4C(C3C(C(C2(C)C)(CC1OC(=O)C(C(C5=CC=CC=C5)NC(=O)C6=CC=CC=C6)O)O)OC(=O)C7=CC=CC=C7)(CO4)OC(=O)C)O)C)OC(=O)C. Cell line: KM12. Synergy scores: CSS=27.2, Synergy_ZIP=-4.46, Synergy_Bliss=-7.87, Synergy_Loewe=-48.5, Synergy_HSA=-2.71. (4) Cell line: MDA-MB-231. Drug 1: CC1=C(C=C(C=C1)NC2=NC=CC(=N2)N(C)C3=CC4=NN(C(=C4C=C3)C)C)S(=O)(=O)N.Cl. Drug 2: CCC(=C(C1=CC=CC=C1)C2=CC=C(C=C2)OCCN(C)C)C3=CC=CC=C3.C(C(=O)O)C(CC(=O)O)(C(=O)O)O. Synergy scores: CSS=3.59, Synergy_ZIP=-1.92, Synergy_Bliss=0.703, Synergy_Loewe=0.453, Synergy_HSA=1.14. (5) Drug 1: C1=CN(C(=O)N=C1N)C2C(C(C(O2)CO)O)O.Cl. Drug 2: CCN(CC)CCCC(C)NC1=C2C=C(C=CC2=NC3=C1C=CC(=C3)Cl)OC. Cell line: SR. Synergy scores: CSS=56.8, Synergy_ZIP=-1.06, Synergy_Bliss=-3.54, Synergy_Loewe=-10.7, Synergy_HSA=-3.90. (6) Drug 1: CC1C(C(CC(O1)OC2CC(CC3=C2C(=C4C(=C3O)C(=O)C5=C(C4=O)C(=CC=C5)OC)O)(C(=O)CO)O)N)O.Cl. Drug 2: CCC1=CC2CC(C3=C(CN(C2)C1)C4=CC=CC=C4N3)(C5=C(C=C6C(=C5)C78CCN9C7C(C=CC9)(C(C(C8N6C)(C(=O)OC)O)OC(=O)C)CC)OC)C(=O)OC.C(C(C(=O)O)O)(C(=O)O)O. Cell line: SF-268. Synergy scores: CSS=36.0, Synergy_ZIP=0.313, Synergy_Bliss=-1.38, Synergy_Loewe=-11.2, Synergy_HSA=-1.84. (7) Drug 2: CS(=O)(=O)CCNCC1=CC=C(O1)C2=CC3=C(C=C2)N=CN=C3NC4=CC(=C(C=C4)OCC5=CC(=CC=C5)F)Cl. Synergy scores: CSS=28.4, Synergy_ZIP=-7.42, Synergy_Bliss=-1.07, Synergy_Loewe=-2.34, Synergy_HSA=0.259. Cell line: OVCAR3. Drug 1: COC1=C(C=C2C(=C1)N=CN=C2NC3=CC(=C(C=C3)F)Cl)OCCCN4CCOCC4. (8) Drug 1: C1CN1P(=S)(N2CC2)N3CC3. Drug 2: C1C(C(OC1N2C=NC(=NC2=O)N)CO)O. Cell line: NCI-H322M. Synergy scores: CSS=-4.30, Synergy_ZIP=3.23, Synergy_Bliss=1.98, Synergy_Loewe=-4.31, Synergy_HSA=-5.45. (9) Drug 1: C1=CC(=CC=C1CCCC(=O)O)N(CCCl)CCCl. Drug 2: C1=CC=C(C=C1)NC(=O)CCCCCCC(=O)NO. Cell line: SF-268. Synergy scores: CSS=50.0, Synergy_ZIP=-2.21, Synergy_Bliss=0.822, Synergy_Loewe=1.53, Synergy_HSA=1.70.